From a dataset of Forward reaction prediction with 1.9M reactions from USPTO patents (1976-2016). Predict the product of the given reaction. (1) Given the reactants [S:1]1[CH:5]=[CH:4][CH:3]=[C:2]1[S:6]([NH2:9])(=[O:8])=[O:7].[P:10]([O-:17])([O:14][CH2:15][CH3:16])[O:11][CH2:12][CH3:13].[C:18]1([CH2:24][CH:25]=O)[CH:23]=[CH:22][CH:21]=[CH:20][CH:19]=1, predict the reaction product. The product is: [CH2:12]([O:11][P:10]([CH:25]([NH:9][S:6]([C:2]1[S:1][CH:5]=[CH:4][CH:3]=1)(=[O:8])=[O:7])[CH2:24][C:18]1[CH:23]=[CH:22][CH:21]=[CH:20][CH:19]=1)(=[O:17])[O:14][CH2:15][CH3:16])[CH3:13]. (2) The product is: [NH2:24][C:23]1[C:17]([C:18]([O:20][CH2:21][CH3:22])=[O:19])=[CH:16][N:9]([C:10]2[CH:11]=[N:12][CH:13]=[CH:14][CH:15]=2)[N:8]=1. Given the reactants C(=[N:8][N:9]([CH:16]=[C:17]([C:23]#[N:24])[C:18]([O:20][CH2:21][CH3:22])=[O:19])[C:10]1[CH:11]=[N:12][CH:13]=[CH:14][CH:15]=1)C1C=CC=CC=1.Cl, predict the reaction product. (3) Given the reactants C([O:8][C:9]1[CH:14]=[CH:13][C:12]([CH2:15][CH2:16][NH2:17])=[C:11]([O:18][CH2:19][O:20][CH3:21])[CH:10]=1)C1C=CC=CC=1, predict the reaction product. The product is: [NH2:17][CH2:16][CH2:15][C:12]1[CH:13]=[CH:14][C:9]([OH:8])=[CH:10][C:11]=1[O:18][CH2:19][O:20][CH3:21]. (4) The product is: [Cl:9][C:10]1[CH:15]=[C:14]([Cl:16])[C:13]([O:17][CH3:18])=[CH:12][C:11]=1[NH:19][C:20]1[C:25]([C:26]#[N:27])=[CH:24][N:23]=[C:22]2[CH:28]=[C:29](/[CH:31]=[CH:32]/[N:2]3[N:3]=[CH:4][CH:5]=[N:1]3)[S:30][C:21]=12. Given the reactants [NH:1]1[CH:5]=[CH:4][N:3]=[N:2]1.O.[OH-].[Cs+].[Cl:9][C:10]1[CH:15]=[C:14]([Cl:16])[C:13]([O:17][CH3:18])=[CH:12][C:11]=1[NH:19][C:20]1[C:25]([C:26]#[N:27])=[CH:24][N:23]=[C:22]2[CH:28]=[C:29]([C:31]#[CH:32])[S:30][C:21]=12, predict the reaction product. (5) Given the reactants [CH3:1][N:2]([CH3:43])[CH2:3][CH2:4][NH:5][C:6](=[O:42])[NH:7][C:8]1[CH:13]=[CH:12][C:11]([C:14]2[N:15]=[C:16]([N:36]3[CH2:41][CH2:40][O:39][CH2:38][CH2:37]3)[C:17]3[N:22]=[N:21][N:20]([CH:23]4[CH2:28][CH2:27][N:26](C(OC(C)(C)C)=O)[CH2:25][CH2:24]4)[C:18]=3[N:19]=2)=[CH:10][CH:9]=1.C(O)(C(F)(F)F)=O.[NH4+].[OH-], predict the reaction product. The product is: [CH3:1][N:2]([CH3:43])[CH2:3][CH2:4][NH:5][C:6]([NH:7][C:8]1[CH:9]=[CH:10][C:11]([C:14]2[N:15]=[C:16]([N:36]3[CH2:41][CH2:40][O:39][CH2:38][CH2:37]3)[C:17]3[N:22]=[N:21][N:20]([CH:23]4[CH2:28][CH2:27][NH:26][CH2:25][CH2:24]4)[C:18]=3[N:19]=2)=[CH:12][CH:13]=1)=[O:42]. (6) The product is: [CH2:1]([O:3][C:4]1[CH:9]=[CH:8][C:7]([N:10]2[CH2:15][CH2:14][NH:13][CH2:12][CH2:11]2)=[C:6]([F:23])[CH:5]=1)[CH3:2]. Given the reactants [CH2:1]([O:3][C:4]1[CH:9]=[CH:8][C:7]([N:10]2[CH2:15][CH2:14][N:13](C(OC(C)(C)C)=O)[CH2:12][CH2:11]2)=[C:6]([F:23])[CH:5]=1)[CH3:2], predict the reaction product. (7) Given the reactants [F:1][C:2]1[CH:3]=[CH:4][C:5]2[N:6]([C:22]3[CH:27]=[CH:26][CH:25]=[CH:24][CH:23]=3)[C:7](=[O:21])[N:8](CC3C=CC(OC)=CC=3)[CH2:9][C:10]=2[N:11]=1.C(O)(C(F)(F)F)=O, predict the reaction product. The product is: [F:1][C:2]1[CH:3]=[CH:4][C:5]2[N:6]([C:22]3[CH:27]=[CH:26][CH:25]=[CH:24][CH:23]=3)[C:7](=[O:21])[NH:8][CH2:9][C:10]=2[N:11]=1. (8) Given the reactants [CH3:1][O:2][C:3]1[C:11]2[C:10]([C:12]#[N:13])=[CH:9][CH:8]=[CH:7][C:6]=2[N:5]([CH:14]2[CH2:19][CH2:18][CH2:17][CH2:16][O:15]2)[N:4]=1, predict the reaction product. The product is: [CH3:1][O:2][C:3]1[C:11]2[C:6](=[CH:7][CH:8]=[CH:9][C:10]=2[CH2:12][NH2:13])[N:5]([CH:14]2[CH2:19][CH2:18][CH2:17][CH2:16][O:15]2)[N:4]=1. (9) Given the reactants [NH3:1].[CH2:2]([O:4][C:5]([C:7]1[C:8]2[S:16][CH:15]=[C:14]([CH2:17][O:18][C:19]3[CH:24]=[CH:23][CH:22]=[C:21]([S:25][CH2:26][C:27]4[CH:32]=[CH:31][CH:30]=[CH:29][CH:28]=4)[CH:20]=3)[C:9]=2[C:10](Cl)=[N:11][CH:12]=1)=[O:6])[CH3:3], predict the reaction product. The product is: [CH2:2]([O:4][C:5]([C:7]1[C:8]2[S:16][CH:15]=[C:14]([CH2:17][O:18][C:19]3[CH:24]=[CH:23][CH:22]=[C:21]([S:25][CH2:26][C:27]4[CH:32]=[CH:31][CH:30]=[CH:29][CH:28]=4)[CH:20]=3)[C:9]=2[C:10]([NH2:1])=[N:11][CH:12]=1)=[O:6])[CH3:3]. (10) Given the reactants [CH2:1]([O:8][C:9]1[CH:14]=[CH:13][N:12]=[C:11]([O:15][CH2:16][CH3:17])[CH:10]=1)[C:2]1[CH:7]=[CH:6][CH:5]=[CH:4][CH:3]=1.C1C(=O)N([Br:25])C(=O)C1, predict the reaction product. The product is: [CH2:1]([O:8][C:9]1[C:14]([Br:25])=[CH:13][N:12]=[C:11]([O:15][CH2:16][CH3:17])[CH:10]=1)[C:2]1[CH:3]=[CH:4][CH:5]=[CH:6][CH:7]=1.